This data is from NCI-60 drug combinations with 297,098 pairs across 59 cell lines. The task is: Regression. Given two drug SMILES strings and cell line genomic features, predict the synergy score measuring deviation from expected non-interaction effect. (1) Drug 1: CC1=C2C(C(=O)C3(C(CC4C(C3C(C(C2(C)C)(CC1OC(=O)C(C(C5=CC=CC=C5)NC(=O)OC(C)(C)C)O)O)OC(=O)C6=CC=CC=C6)(CO4)OC(=O)C)OC)C)OC. Drug 2: C(CC(=O)O)C(=O)CN.Cl. Cell line: HL-60(TB). Synergy scores: CSS=26.7, Synergy_ZIP=-5.87, Synergy_Bliss=-15.0, Synergy_Loewe=-50.1, Synergy_HSA=-15.6. (2) Drug 1: C1CN1C2=NC(=NC(=N2)N3CC3)N4CC4. Drug 2: N.N.Cl[Pt+2]Cl. Cell line: MALME-3M. Synergy scores: CSS=58.4, Synergy_ZIP=-3.24, Synergy_Bliss=-0.140, Synergy_Loewe=1.08, Synergy_HSA=2.32. (3) Synergy scores: CSS=43.9, Synergy_ZIP=-3.87, Synergy_Bliss=-2.33, Synergy_Loewe=-5.47, Synergy_HSA=-0.0940. Cell line: RXF 393. Drug 2: C1CC(C1)(C(=O)O)C(=O)O.[NH2-].[NH2-].[Pt+2]. Drug 1: C1CCC(CC1)NC(=O)N(CCCl)N=O.